From a dataset of Catalyst prediction with 721,799 reactions and 888 catalyst types from USPTO. Predict which catalyst facilitates the given reaction. (1) Reactant: FC(F)(F)[C:3]([C:5]1[C:13]2[C:8](=[CH:9][CH:10]=[CH:11][C:12]=2[C:14]([F:17])([F:16])[F:15])[N:7]([CH2:18][CH2:19][O:20][CH3:21])[CH:6]=1)=[O:4].[OH-:24].[Na+]. Product: [CH3:21][O:20][CH2:19][CH2:18][N:7]1[C:8]2[C:13](=[C:12]([C:14]([F:17])([F:16])[F:15])[CH:11]=[CH:10][CH:9]=2)[C:5]([C:3]([OH:4])=[O:24])=[CH:6]1. The catalyst class is: 14. (2) Reactant: [C:1]([CH:3]([CH:7]1[C:11]([Cl:12])=[C:10](Cl)C(=O)O1)[C:4]([NH2:6])=[O:5])#[N:2].Cl.[CH2:16]([S:18]([C:21]1[CH:26]=[CH:25][C:24]([CH3:27])=[CH:23][C:22]=1[CH2:28][NH2:29])(=[O:20])=[O:19])[CH3:17].C(=O)([O-])[O-].[K+].[K+].[OH-].[Na+]. Product: [ClH:12].[Cl:12][C:11]1[CH:7]=[C:3]([C:4]([NH2:6])=[O:5])[C:1](=[NH:2])[N:29]([CH2:28][C:22]2[CH:23]=[C:24]([CH3:27])[CH:25]=[CH:26][C:21]=2[S:18]([CH2:16][CH3:17])(=[O:20])=[O:19])[CH:10]=1. The catalyst class is: 8. (3) Reactant: [CH3:1][O:2][CH2:3][C@H:4]([CH3:31])[O:5][C:6]1[CH:7]=[C:8]([C:23]2[NH:27][C:26]([C:28]([OH:30])=O)=[CH:25][CH:24]=2)[CH:9]=[C:10]([O:12][C:13]2[CH:18]=[CH:17][C:16]([S:19]([CH3:22])(=[O:21])=[O:20])=[CH:15][CH:14]=2)[CH:11]=1.[NH2:32][CH2:33][C@@H:34]([OH:36])[CH3:35].CCN=C=NCCCN(C)C.Cl.Cl. Product: [OH:36][C@@H:34]([CH3:35])[CH2:33][NH:32][C:28]([C:26]1[NH:27][C:23]([C:8]2[CH:9]=[C:10]([O:12][C:13]3[CH:14]=[CH:15][C:16]([S:19]([CH3:22])(=[O:20])=[O:21])=[CH:17][CH:18]=3)[CH:11]=[C:6]([O:5][C@@H:4]([CH3:31])[CH2:3][O:2][CH3:1])[CH:7]=2)=[CH:24][CH:25]=1)=[O:30]. The catalyst class is: 112. (4) Reactant: [SH:1][C:2]1[NH:6][C:5]2[CH:7]=[C:8]([C:11]([F:14])([F:13])[F:12])[CH:9]=[CH:10][C:4]=2[N:3]=1.[H-].[Na+].[N+]([C:20]1[O:24][C:23]([CH:25]=[O:26])=[CH:22][CH:21]=1)([O-])=O. Product: [F:12][C:11]([F:14])([F:13])[C:8]1[CH:9]=[CH:10][C:4]2[N:3]=[C:2]([S:1][C:20]3[O:24][C:23]([CH:25]=[O:26])=[CH:22][CH:21]=3)[NH:6][C:5]=2[CH:7]=1. The catalyst class is: 7.